From a dataset of Full USPTO retrosynthesis dataset with 1.9M reactions from patents (1976-2016). Predict the reactants needed to synthesize the given product. (1) Given the product [CH:16]1([C:14]2[NH:13][N:12]=[C:11]([NH:10][C:6]3[N:5]=[C:4]([NH:19][C@H:20]([C:23]4[CH:24]=[CH:25][C:26]([F:29])=[CH:27][CH:28]=4)[CH2:21][OH:22])[C:3]([CH2:2][NH:1][C:30](=[O:32])[CH3:31])=[CH:8][C:7]=3[F:9])[CH:15]=2)[CH2:18][CH2:17]1, predict the reactants needed to synthesize it. The reactants are: [NH2:1][CH2:2][C:3]1[C:4]([NH:19][C@H:20]([C:23]2[CH:28]=[CH:27][C:26]([F:29])=[CH:25][CH:24]=2)[CH2:21][OH:22])=[N:5][C:6]([NH:10][C:11]2[CH:15]=[C:14]([CH:16]3[CH2:18][CH2:17]3)[NH:13][N:12]=2)=[C:7]([F:9])[CH:8]=1.[C:30](O)(=[O:32])[CH3:31]. (2) The reactants are: C(NC(C)C)(C)C.[Li]CCCC.[Br:13][C:14]1[CH:19]=[CH:18][N:17]=[C:16]2[N:20]([S:23]([C:26]3[CH:31]=[CH:30][CH:29]=[CH:28][CH:27]=3)(=[O:25])=[O:24])[CH:21]=[CH:22][C:15]=12.Cl[Si:33]([CH3:36])([CH3:35])[CH3:34]. Given the product [Br:13][C:14]1[CH:19]=[CH:18][N:17]=[C:16]2[N:20]([S:23]([C:26]3[CH:31]=[CH:30][CH:29]=[CH:28][CH:27]=3)(=[O:25])=[O:24])[C:21]([Si:33]([CH3:36])([CH3:35])[CH3:34])=[CH:22][C:15]=12, predict the reactants needed to synthesize it. (3) Given the product [CH2:31]([NH:30][C:28]([CH:20]1[N:19]([C:17](=[O:18])[C@@H:16]([NH:15][C:10](=[O:12])[C@@H:9]([N:8]([CH3:14])[C:6](=[O:7])[O:5][C:1]([CH3:2])([CH3:3])[CH3:4])[CH3:13])[CH:33]([CH3:34])[CH3:35])[C:23]2=[N:24][CH:25]=[CH:26][CH:27]=[C:22]2[CH2:21]1)=[O:29])[CH3:32], predict the reactants needed to synthesize it. The reactants are: [C:1]([O:5][C:6]([N:8]([CH3:14])[C@@H:9]([CH3:13])[C:10]([OH:12])=O)=[O:7])([CH3:4])([CH3:3])[CH3:2].[NH2:15][C@@H:16]([CH:33]([CH3:35])[CH3:34])[C:17]([N:19]1[C:23]2=[N:24][CH:25]=[CH:26][CH:27]=[C:22]2[CH2:21][CH:20]1[C:28]([NH:30][CH2:31][CH3:32])=[O:29])=[O:18].CN(C(ON1N=NC2C=CC=NC1=2)=[N+](C)C)C.F[P-](F)(F)(F)(F)F.C(N(CC)CC)C.C([O-])(O)=O.[Na+].